The task is: Predict the reactants needed to synthesize the given product.. This data is from Full USPTO retrosynthesis dataset with 1.9M reactions from patents (1976-2016). (1) Given the product [CH2:21]([C:18]1[S:17][C:16]([NH:15][C:5]2[CH:6]=[CH:7][C:8]([N:9]3[CH:13]=[C:12]([CH3:14])[N:11]=[CH:10]3)=[C:3]([O:2][CH3:1])[CH:4]=2)=[N:20][CH:19]=1)[C:23]1[CH:24]=[CH:25][CH:26]=[CH:27][CH:28]=1, predict the reactants needed to synthesize it. The reactants are: [CH3:1][O:2][C:3]1[CH:4]=[C:5]([NH:15][C:16]2[S:17][C:18]([CH:21]([C:23]3[CH:28]=[CH:27][CH:26]=[CH:25][CH:24]=3)O)=[CH:19][N:20]=2)[CH:6]=[CH:7][C:8]=1[N:9]1[CH:13]=[C:12]([CH3:14])[N:11]=[CH:10]1.C(Cl)Cl. (2) Given the product [CH2:6]([O:5][P:4]([CH2:9][NH:10][C:11]([C:13]1[C:14]2[CH:15]=[CH:16][CH:17]=[N:18][C:19]=2[C:20]([OH:35])=[C:21]2[C:25](=[O:26])[N:24]([CH2:27][C:28]3[CH:29]=[CH:30][C:31]([F:34])=[CH:32][CH:33]=3)[CH2:23][C:22]=12)=[O:12])(=[O:8])[O:3][CH2:1][CH3:2])[CH3:7], predict the reactants needed to synthesize it. The reactants are: [CH2:1]([O:3][P:4]([CH2:9][NH:10][C:11]([C:13]1[C:14]2[CH:15]=[CH:16][CH:17]=[N:18][C:19]=2[C:20]([O:35]C(C2C=CC=CC=2)C2C=CC=CC=2)=[C:21]2[C:25](=[O:26])[N:24]([CH2:27][C:28]3[CH:33]=[CH:32][C:31]([F:34])=[CH:30][CH:29]=3)[CH2:23][C:22]=12)=[O:12])(=[O:8])[O:5][CH2:6][CH3:7])[CH3:2].C(O)(C(F)(F)F)=O. (3) Given the product [F:1][C:2]1[CH:3]=[CH:4][C:5]([C:8]2([C:13]([NH:16][C@H:17]3[CH2:36][N:21]4[C:22]5[C:27]([C:28]([CH2:29][C:30]([OH:32])=[O:31])=[C:20]4[CH2:19][CH2:18]3)=[CH:26][CH:25]=[CH:24][CH:23]=5)=[O:15])[CH2:9][CH2:10][CH2:11][CH2:12]2)=[CH:6][CH:7]=1, predict the reactants needed to synthesize it. The reactants are: [F:1][C:2]1[CH:7]=[CH:6][C:5]([C:8]2([C:13]([OH:15])=O)[CH2:12][CH2:11][CH2:10][CH2:9]2)=[CH:4][CH:3]=1.[NH2:16][C@H:17]1[CH2:36][N:21]2[C:22]3[C:27]([C:28]([CH2:29][C:30]([O:32]CCC)=[O:31])=[C:20]2[CH2:19][CH2:18]1)=[CH:26][CH:25]=[CH:24][CH:23]=3.